From a dataset of Peptide-MHC class II binding affinity with 134,281 pairs from IEDB. Regression. Given a peptide amino acid sequence and an MHC pseudo amino acid sequence, predict their binding affinity value. This is MHC class II binding data. (1) The peptide sequence is RLCFSKSKNTLMYEI. The MHC is DRB3_0101 with pseudo-sequence DRB3_0101. The binding affinity (normalized) is 0.316. (2) The peptide sequence is VILLNYVLKSLTR. The MHC is DRB1_0404 with pseudo-sequence DRB1_0404. The binding affinity (normalized) is 0.787. (3) The peptide sequence is YDKFLANVSTVLHGK. The MHC is DRB3_0202 with pseudo-sequence DRB3_0202. The binding affinity (normalized) is 0.999. (4) The peptide sequence is SRGVQGFIFFFLFNIKK. The MHC is DRB1_1301 with pseudo-sequence DRB1_1301. The binding affinity (normalized) is 0.